This data is from Catalyst prediction with 721,799 reactions and 888 catalyst types from USPTO. The task is: Predict which catalyst facilitates the given reaction. (1) Reactant: [Si:1]([O:8][C@@H:9]1[CH2:14][C@@H:13](C(O)O)[O:12][C:11](=[O:18])[CH2:10]1)([C:4]([CH3:7])([CH3:6])[CH3:5])([CH3:3])[CH3:2].C1(C)C(S(O)(=O)=O)=CC=CC=1.[CH:30]([O:35][CH3:36])([O:33][CH3:34])OC.C([O-])(O)=O.[Na+]. Product: [Si:1]([O:8][C@@H:9]1[CH2:14][C@@H:13]([CH:30]([O:33][CH3:34])[O:35][CH3:36])[O:12][C:11](=[O:18])[CH2:10]1)([C:4]([CH3:7])([CH3:6])[CH3:5])([CH3:3])[CH3:2]. The catalyst class is: 4. (2) Reactant: [Cl:1][C:2]1[CH:22]=[CH:21][C:5]([CH2:6][N:7]2[C:15]3[C:10](=[CH:11][CH:12]=[CH:13][CH:14]=3)[C:9]([C:16](=[O:20])[C:17](Cl)=[O:18])=[CH:8]2)=[CH:4][CH:3]=1.[NH2:23][C:24]1[CH2:28][O:27][C:26](=[O:29])[CH:25]=1.O. Product: [O:29]=[C:26]1[O:27][CH2:28][C:24]([NH:23][C:17](=[O:18])[C:16]([C:9]2[C:10]3[C:15](=[CH:14][CH:13]=[CH:12][CH:11]=3)[N:7]([CH2:6][C:5]3[CH:21]=[CH:22][C:2]([Cl:1])=[CH:3][CH:4]=3)[CH:8]=2)=[O:20])=[CH:25]1. The catalyst class is: 7. (3) Reactant: [C:1](=[O:6])([O:4][CH3:5])OC.[H-].[Na+].[CH3:9][C:10]([CH3:28])([O:12][C@@H:13]1[C@:21]2([CH3:22])[C@H:16]([C@@H:17]3[CH2:26][CH2:25][C:24](=[O:27])[CH2:23][C@H:18]3[CH2:19][CH2:20]2)[CH2:15][CH2:14]1)[CH3:11].C(O)(=O)C. The catalyst class is: 20. Product: [CH3:5][O:4][C:1]([C:25]1[CH2:26][C@@H:17]2[C@H:18]([CH2:19][CH2:20][C@:21]3([CH3:22])[C@@H:13]([O:12][C:10]([CH3:11])([CH3:9])[CH3:28])[CH2:14][CH2:15][C@H:16]32)[CH2:23][C:24]=1[OH:27])=[O:6]. (4) Product: [Cl:9][C:10]1[CH:11]=[CH:12][C:13]([N:16]2[C:2](=[O:8])[C:3](=[O:5])[N:19]([CH:20]([CH3:25])[C:21]([CH3:23])([CH3:22])[CH3:24])[C:17]2=[S:18])=[CH:14][CH:15]=1. Reactant: Cl[C:2](=[O:8])[C:3]([O:5]CC)=O.[Cl:9][C:10]1[CH:15]=[CH:14][C:13]([NH:16][C:17]([NH:19][CH:20]([CH3:25])[C:21]([CH3:24])([CH3:23])[CH3:22])=[S:18])=[CH:12][CH:11]=1. The catalyst class is: 4. (5) Reactant: [F:1][C:2]([F:19])([F:18])[C:3]1[CH:8]=[CH:7][C:6]([C:9]2[C:10]([C:15](Cl)=[O:16])=[CH:11][CH:12]=[CH:13][CH:14]=2)=[CH:5][CH:4]=1.[NH2:20][C:21]1[CH:26]=[CH:25][C:24]([CH2:27][CH2:28][CH:29]([C:31]2[N:36]=[C:35]([CH2:37][NH:38][C:39](=[O:41])[CH3:40])[CH:34]=[CH:33][CH:32]=2)[OH:30])=[CH:23][CH:22]=1.C/C(/O[Si](C)(C)C)=N\[Si](C)(C)C.O. Product: [C:39]([NH:38][CH2:37][C:35]1[N:36]=[C:31]([CH:29]([OH:30])[CH2:28][CH2:27][C:24]2[CH:25]=[CH:26][C:21]([NH:20][C:15]([C:10]3[C:9]([C:6]4[CH:7]=[CH:8][C:3]([C:2]([F:19])([F:18])[F:1])=[CH:4][CH:5]=4)=[CH:14][CH:13]=[CH:12][CH:11]=3)=[O:16])=[CH:22][CH:23]=2)[CH:32]=[CH:33][CH:34]=1)(=[O:41])[CH3:40]. The catalyst class is: 13. (6) Reactant: Cl[C:2]1[C:7]([Cl:8])=[N:6][CH:5]=[CH:4][N:3]=1.[NH:9]1[CH2:14][CH2:13][O:12][CH2:11][CH2:10]1.CCN(C(C)C)C(C)C.O. Product: [Cl:8][C:7]1[C:2]([N:9]2[CH2:14][CH2:13][O:12][CH2:11][CH2:10]2)=[N:3][CH:4]=[CH:5][N:6]=1. The catalyst class is: 16.